Dataset: Forward reaction prediction with 1.9M reactions from USPTO patents (1976-2016). Task: Predict the product of the given reaction. Given the reactants [N+:1]([C:4]1[CH:9]=[CH:8][N+:7]([O-])=[C:6]([C:11]([F:14])([F:13])[F:12])[CH:5]=1)([O-])=O, predict the reaction product. The product is: [F:14][C:11]([F:12])([F:13])[C:6]1[CH:5]=[C:4]([NH2:1])[CH:9]=[CH:8][N:7]=1.